Dataset: Full USPTO retrosynthesis dataset with 1.9M reactions from patents (1976-2016). Task: Predict the reactants needed to synthesize the given product. (1) Given the product [CH:40]1([NH:45][C:32]([NH:19][C:18]2[CH:17]=[CH:16][C:15]([C:12]3[N:11]=[C:10]([N:22]4[CH2:27][CH2:26][O:25][CH2:24][CH2:23]4)[C:9]4[C:14](=[C:5]5[CH:4]=[CH:3][N:2]([CH3:1])[C:6]5=[CH:7][CH:8]=4)[N:13]=3)=[CH:21][CH:20]=2)=[O:38])[CH2:44][CH2:43][CH2:42][CH2:41]1, predict the reactants needed to synthesize it. The reactants are: [CH3:1][N:2]1[C:6]2=[CH:7][CH:8]=[C:9]3[C:14]([N:13]=[C:12]([C:15]4[CH:21]=[CH:20][C:18]([NH2:19])=[CH:17][CH:16]=4)[N:11]=[C:10]3[N:22]3[CH2:27][CH2:26][O:25][CH2:24][CH2:23]3)=[C:5]2[CH:4]=[CH:3]1.ClC(Cl)(O[C:32](=[O:38])OC(Cl)(Cl)Cl)Cl.[CH:40]1([NH2:45])[CH2:44][CH2:43][CH2:42][CH2:41]1. (2) Given the product [CH3:13][O:12][C:9]1[CH:10]=[C:11]2[C:6](=[CH:7][C:8]=1[O:14][CH2:15][CH2:16][CH2:17][N:18]1[CH2:23][CH2:22][O:21][CH2:20][CH2:19]1)[N:5]=[CH:4][N:3]=[C:2]2[O:24][C:25]1[CH:33]=[C:32]2[C:28]([CH:29]=[C:30]([CH3:34])[NH:31]2)=[CH:27][CH:26]=1, predict the reactants needed to synthesize it. The reactants are: Cl[C:2]1[C:11]2[C:6](=[CH:7][C:8]([O:14][CH2:15][CH2:16][CH2:17][N:18]3[CH2:23][CH2:22][O:21][CH2:20][CH2:19]3)=[C:9]([O:12][CH3:13])[CH:10]=2)[N:5]=[CH:4][N:3]=1.[OH:24][C:25]1[CH:33]=[C:32]2[C:28]([CH:29]=[C:30]([CH3:34])[NH:31]2)=[CH:27][CH:26]=1. (3) The reactants are: C(O)C.[O:4]([C:11]1[CH:31]=[CH:30][C:14]2[CH:15]=[C:16]([CH2:18][N:19]3C(=O)C4C(=CC=CC=4)C3=O)[O:17][C:13]=2[CH:12]=1)[C:5]1[CH:10]=[CH:9][CH:8]=[CH:7][CH:6]=1.O.NN. Given the product [O:4]([C:11]1[CH:31]=[CH:30][C:14]2[CH:15]=[C:16]([CH2:18][NH2:19])[O:17][C:13]=2[CH:12]=1)[C:5]1[CH:6]=[CH:7][CH:8]=[CH:9][CH:10]=1, predict the reactants needed to synthesize it. (4) Given the product [CH3:11][C:10]1[C:9]([CH2:12][NH2:13])=[C:8]([CH3:16])[CH:7]=[C:6]([CH3:17])[C:5]=1[CH2:4][NH2:1], predict the reactants needed to synthesize it. The reactants are: [N:1]([CH2:4][C:5]1[C:10]([CH3:11])=[C:9]([CH2:12][N:13]=[N+]=[N-])[C:8]([CH3:16])=[CH:7][C:6]=1[CH3:17])=[N+]=[N-].C1(P(C2C=CC=CC=2)C2C=CC=CC=2)C=CC=CC=1. (5) Given the product [N+:1]([C:4]1[CH:9]=[CH:8][C:7]([C:10]2[N:11]([CH2:20][CH2:21][N:22]3[CH2:23][CH2:24][CH2:25][CH2:26][CH2:27]3)[C:12]3[C:17]([CH:18]=2)=[CH:16][C:15]([NH:19][C:34]([C:36]2[S:37][CH:38]=[CH:39][CH:40]=2)=[NH:35])=[CH:14][CH:13]=3)=[CH:6][CH:5]=1)([O-:3])=[O:2], predict the reactants needed to synthesize it. The reactants are: [N+:1]([C:4]1[CH:9]=[CH:8][C:7]([C:10]2[N:11]([CH2:20][CH2:21][N:22]3[CH2:27][CH2:26][CH2:25][CH2:24][CH2:23]3)[C:12]3[C:17]([CH:18]=2)=[CH:16][C:15]([NH2:19])=[CH:14][CH:13]=3)=[CH:6][CH:5]=1)([O-:3])=[O:2].C(O)C.I.CS[C:34]([C:36]1[S:37][CH:38]=[CH:39][CH:40]=1)=[NH:35].N. (6) The reactants are: [C:1]([O:5][C:6](=[O:24])[N:7]([C:17]1[S:21][N:20]=[C:19](SC)[N:18]=1)[CH2:8][C:9]1[CH:14]=[CH:13][C:12]([O:15][CH3:16])=[CH:11][CH:10]=1)([CH3:4])([CH3:3])[CH3:2].[F:25][C:26]1[CH:27]=[C:28](B(O)O)[CH:29]=[CH:30][C:31]=1[F:32]. Given the product [C:1]([O:5][C:6](=[O:24])[N:7]([C:17]1[S:21][N:20]=[C:19]([C:29]2[CH:28]=[CH:27][C:26]([F:25])=[C:31]([F:32])[CH:30]=2)[N:18]=1)[CH2:8][C:9]1[CH:14]=[CH:13][C:12]([O:15][CH3:16])=[CH:11][CH:10]=1)([CH3:4])([CH3:3])[CH3:2], predict the reactants needed to synthesize it. (7) The reactants are: [O:1]1[CH:5]=[CH:4][CH:3]=[C:2]1[CH2:6][N:7]([CH2:11][C:12]1[S:13][CH:14]=[CH:15][CH:16]=1)[C:8](Cl)=[O:9].[Br-].[CH2:18]([O:20][CH2:21][CH2:22][N+:23]12[CH2:30][CH2:29][CH:26]([CH2:27][CH2:28]1)[C@@H:25]([OH:31])[CH2:24]2)[CH3:19]. Given the product [CH:8]([O-:9])=[O:20].[CH2:18]([O:20][CH2:21][CH2:22][N+:23]12[CH2:28][CH2:27][CH:26]([CH2:29][CH2:30]1)[C@@H:25]([O:31][C:8](=[O:9])[N:7]([CH2:6][C:2]1[O:1][CH:5]=[CH:4][CH:3]=1)[CH2:11][C:12]1[S:13][CH:14]=[CH:15][CH:16]=1)[CH2:24]2)[CH3:19], predict the reactants needed to synthesize it. (8) The reactants are: [CH3:1][O:2][C:3]1[CH:4]=[C:5]2[C:10](=[CH:11][C:12]=1[O:13][CH3:14])[N:9]=[CH:8][CH:7]=[C:6]2[O:15][C:16]1[CH:22]=[CH:21][C:19]([NH2:20])=[C:18]([F:23])[CH:17]=1.C(N(CC)CC)C.[Cl:31]C(Cl)(O[C:35](=[O:41])OC(Cl)(Cl)Cl)Cl.[NH2:43][C:44]1[S:45][CH:46]=[CH:47][N:48]=1. Given the product [ClH:31].[CH3:1][O:2][C:3]1[CH:4]=[C:5]2[C:10](=[CH:11][C:12]=1[O:13][CH3:14])[N:9]=[CH:8][CH:7]=[C:6]2[O:15][C:16]1[CH:22]=[CH:21][C:19]([NH:20][C:35]([NH:43][C:44]2[S:45][CH:46]=[CH:47][N:48]=2)=[O:41])=[C:18]([F:23])[CH:17]=1, predict the reactants needed to synthesize it. (9) Given the product [Cl:9][C:10]1[CH:11]=[CH:12][C:13]([O:19][CH3:20])=[C:14]([CH:18]=1)[C:15]([NH:2][C:3]1[S:4][C:5]([Cl:8])=[CH:6][N:7]=1)=[O:16], predict the reactants needed to synthesize it. The reactants are: Cl.[NH2:2][C:3]1[S:4][C:5]([Cl:8])=[CH:6][N:7]=1.[Cl:9][C:10]1[CH:11]=[CH:12][C:13]([O:19][CH3:20])=[C:14]([CH:18]=1)[C:15](O)=[O:16].Cl.C(N=C=NCCCN(C)C)C.